This data is from Forward reaction prediction with 1.9M reactions from USPTO patents (1976-2016). The task is: Predict the product of the given reaction. (1) Given the reactants [N:1]([CH2:4][C@@H:5]([O:13]C(=O)C)[C:6]1[CH:11]=[CH:10][CH:9]=[C:8]([CH3:12])[N:7]=1)=[N+:2]=[N-:3].C([O-])([O-])=O.[K+].[K+], predict the reaction product. The product is: [N:1]([CH2:4][C@H:5]([C:6]1[CH:11]=[CH:10][CH:9]=[C:8]([CH3:12])[N:7]=1)[OH:13])=[N+:2]=[N-:3]. (2) Given the reactants [Cl:1][C:2]1[CH:40]=[CH:39][C:5]([CH2:6][N:7]2[C:15]3[C:14](=[O:16])[N:13]([CH2:17][C:18]([O:20]C(C)(C)C)=[O:19])[C:12](=[O:25])[N:11]([CH3:26])[C:10]=3[N:9]=[C:8]2[O:27][C:28]2[CH:33]=[CH:32][CH:31]=[C:30]([O:34][C:35]([F:38])([F:37])[F:36])[CH:29]=2)=[CH:4][CH:3]=1.FC(F)(F)C(O)=O, predict the reaction product. The product is: [Cl:1][C:2]1[CH:3]=[CH:4][C:5]([CH2:6][N:7]2[C:15]3[C:14](=[O:16])[N:13]([CH2:17][C:18]([OH:20])=[O:19])[C:12](=[O:25])[N:11]([CH3:26])[C:10]=3[N:9]=[C:8]2[O:27][C:28]2[CH:33]=[CH:32][CH:31]=[C:30]([O:34][C:35]([F:38])([F:36])[F:37])[CH:29]=2)=[CH:39][CH:40]=1. (3) Given the reactants [Cl:1][C:2]1[C:7]2[N:8]=[C:9]([CH3:11])[S:10][C:6]=2[CH:5]=[CH:4][C:3]=1[NH2:12].[C:13]1([C:22]2[CH:27]=[CH:26][CH:25]=[CH:24][CH:23]=2)[CH:18]=[CH:17][C:16]([C:19](Cl)=[O:20])=[CH:15][CH:14]=1.C(N(CC)CC)C, predict the reaction product. The product is: [Cl:1][C:2]1[C:7]2[N:8]=[C:9]([CH3:11])[S:10][C:6]=2[CH:5]=[CH:4][C:3]=1[NH:12][C:19]([C:16]1[CH:17]=[CH:18][C:13]([C:22]2[CH:23]=[CH:24][CH:25]=[CH:26][CH:27]=2)=[CH:14][CH:15]=1)=[O:20]. (4) Given the reactants [Cl:1][C:2]1[CH:7]=[CH:6][C:5]([N:8]=[C:9]=[O:10])=[CH:4][CH:3]=1.Cl.[F:12][C:13]1[CH:14]=[C:15]2[C:20](=[CH:21][C:22]=1[C:23]1[CH:28]=[C:27]([N:29]3[CH2:34][CH2:33][N:32]([CH3:35])[CH2:31][CH2:30]3)[N:26]=[C:25]([NH2:36])[N:24]=1)[CH2:19][NH:18][CH2:17][CH2:16]2.C(N(CC)CC)C, predict the reaction product. The product is: [NH2:36][C:25]1[N:24]=[C:23]([C:22]2[CH:21]=[C:20]3[C:15]([CH2:16][CH2:17][N:18]([C:9]([NH:8][C:5]4[CH:6]=[CH:7][C:2]([Cl:1])=[CH:3][CH:4]=4)=[O:10])[CH2:19]3)=[CH:14][C:13]=2[F:12])[CH:28]=[C:27]([N:29]2[CH2:30][CH2:31][N:32]([CH3:35])[CH2:33][CH2:34]2)[N:26]=1. (5) Given the reactants [CH2:1]([C:4]1[C:12]2[O:11][N:10]=[C:9]([CH2:13][CH2:14][C:15]3[N:16]=[C:17]([C:23]4[CH:28]=[CH:27][C:26]([Cl:29])=[CH:25][C:24]=4[Cl:30])[O:18][C:19]=3[CH:20]([CH3:22])[CH3:21])[C:8]=2[CH:7]=[CH:6][C:5]=1[O:31][CH2:32][C:33]([O:35][CH2:36][CH3:37])=[O:34])[CH:2]=[CH2:3], predict the reaction product. The product is: [CH2:1]([C:4]1[C:12]2[O:11][N:10]=[C:9]([CH2:13][CH2:14][C:15]3[N:16]=[C:17]([C:23]4[CH:28]=[CH:27][C:26]([Cl:29])=[CH:25][C:24]=4[Cl:30])[O:18][C:19]=3[CH:20]([CH3:21])[CH3:22])[C:8]=2[CH:7]=[CH:6][C:5]=1[O:31][CH2:32][C:33]([O:35][CH2:36][CH3:37])=[O:34])[CH2:2][CH3:3]. (6) Given the reactants [NH:1]1[C:9]2[C:4](=[CH:5][CH:6]=[C:7](C(O)=O)[CH:8]=2)[CH:3]=[CH:2]1.C1C[O:16][CH2:15]C1.[H-].[Al+3].[Li+].[H-].[H-].[H-].C(OCC)(=O)C, predict the reaction product. The product is: [NH:1]1[C:9]2[C:4](=[C:5]([CH2:15][OH:16])[CH:6]=[CH:7][CH:8]=2)[CH:3]=[CH:2]1. (7) Given the reactants [NH2:1][CH2:2][CH2:3][O:4][C:5]1[CH:6]=[C:7]([NH:18][C:19](=[O:27])[C:20]2[CH:25]=[CH:24][CH:23]=[N:22][C:21]=2[Cl:26])[CH:8]=[CH:9][C:10]=1[C:11]([F:17])([F:16])[C:12]([F:15])([F:14])[F:13].CCN(CC)CC.[CH3:35][S:36](Cl)(=[O:38])=[O:37], predict the reaction product. The product is: [Cl:26][C:21]1[N:22]=[CH:23][CH:24]=[CH:25][C:20]=1[C:19]([NH:18][C:7]1[CH:8]=[CH:9][C:10]([C:11]([F:16])([F:17])[C:12]([F:15])([F:14])[F:13])=[C:5]([O:4][CH2:3][CH2:2][NH:1][S:36]([CH3:35])(=[O:38])=[O:37])[CH:6]=1)=[O:27]. (8) The product is: [NH2:35][C:33]1[CH:32]=[C:31]([N:38]2[C:42](=[O:43])[N:41]([CH3:44])[N:40]=[N:39]2)[CH:30]=[C:29]([F:28])[CH:34]=1. Given the reactants CC1C=C2N=C3C(=NC(NC3=O)=O)N(C[C@H](O)[C@H](O)[C@H](O)CO)C2=CC=1C.[F:28][C:29]1[CH:30]=[C:31]([N:38]2[C:42](=[O:43])[N:41]([CH3:44])[N:40]=[N:39]2)[CH:32]=[C:33]([N+:35]([O-])=O)[CH:34]=1, predict the reaction product.